From a dataset of Reaction yield outcomes from USPTO patents with 853,638 reactions. Predict the reaction yield, written as a fraction of the theoretical maximum amount of product (1.0 means a 100% yield; for example, 0.34 means a 34% yield). The reactants are [CH3:1][C:2]1([CH3:37])[CH2:6][O:5][C:4]2=[CH:7][C:8]3[O:9][CH2:10][C:11]4([C:35]=3[CH:36]=[C:3]12)[C:19]1[C:14](=[CH:15][CH:16]=[CH:17][CH:18]=1)[N:13]([CH2:20][CH:21]1[CH2:26][CH2:25][N:24](C(OC(C)(C)C)=O)[CH2:23][CH2:22]1)[C:12]4=O.Br. The catalyst is ClCCl. The product is [CH3:1][C:2]1([CH3:37])[CH2:6][O:5][C:4]2=[CH:7][C:8]3[O:9][CH2:10][C:11]4([C:35]=3[CH:36]=[C:3]12)[C:19]1[C:14](=[CH:15][CH:16]=[CH:17][CH:18]=1)[N:13]([CH2:20][CH:21]1[CH2:26][CH2:25][NH:24][CH2:23][CH2:22]1)[CH2:12]4. The yield is 0.460.